Predict which catalyst facilitates the given reaction. From a dataset of Catalyst prediction with 721,799 reactions and 888 catalyst types from USPTO. (1) Reactant: [CH2:1]([SH:3])[CH3:2].[C:4]1([C:30]2[CH:35]=[CH:34][CH:33]=[CH:32][CH:31]=2)[CH:9]=[CH:8][C:7]([O:10][CH:11]2[CH2:15][CH2:14][N:13]([C:16]3[CH:21]=[CH:20][C:19]([O:22][CH2:23][C@H:24]4[CH2:26][O:25]4)=[C:18]([O:27][CH3:28])[CH:17]=3)[C:12]2=[O:29])=[CH:6][CH:5]=1.[OH-].[K+]. Product: [C:4]1([C:30]2[CH:31]=[CH:32][CH:33]=[CH:34][CH:35]=2)[CH:9]=[CH:8][C:7]([O:10][CH:11]2[CH2:15][CH2:14][N:13]([C:16]3[CH:21]=[CH:20][C:19]([O:22][CH2:23][C@H:24]([OH:25])[CH2:26][S:3][CH2:1][CH3:2])=[C:18]([O:27][CH3:28])[CH:17]=3)[C:12]2=[O:29])=[CH:6][CH:5]=1. The catalyst class is: 76. (2) Reactant: [S:1]1[C:5]2[CH:6]=[CH:7][CH:8]=[C:9]([CH2:10][CH2:11][O:12][CH2:13][CH2:14][N:15]3[CH2:19][CH2:18][CH:17]([OH:20])[CH2:16]3)[C:4]=2[CH:3]=[CH:2]1.C(OCC)(=O)C.[ClH:27]. Product: [ClH:27].[S:1]1[C:5]2[CH:6]=[CH:7][CH:8]=[C:9]([CH2:10][CH2:11][O:12][CH2:13][CH2:14][N:15]3[CH2:19][CH2:18][CH:17]([OH:20])[CH2:16]3)[C:4]=2[CH:3]=[CH:2]1. The catalyst class is: 13.